This data is from Reaction yield outcomes from USPTO patents with 853,638 reactions. The task is: Predict the reaction yield, written as a fraction of the theoretical maximum amount of product (1.0 means a 100% yield; for example, 0.34 means a 34% yield). (1) The reactants are [CH2:1]([NH:8][CH2:9][C:10]([O:12][CH2:13][CH3:14])=[O:11])[C:2]1[CH:7]=[CH:6][CH:5]=[CH:4][CH:3]=1.[CH:15](=O)[C:16]1[CH:21]=[CH:20][CH:19]=[C:18]([O:22][CH3:23])[CH:17]=1.C(O)(=O)C.C([BH3-])#N.[Na+]. The catalyst is CO. The product is [CH2:13]([O:12][C:10](=[O:11])[CH2:9][N:8]([CH2:1][C:2]1[CH:7]=[CH:6][CH:5]=[CH:4][CH:3]=1)[CH2:15][C:16]1[CH:21]=[CH:20][CH:19]=[C:18]([O:22][CH3:23])[CH:17]=1)[CH3:14]. The yield is 0.850. (2) The reactants are Cl[C:2]1([C:12]2[CH:17]=[CH:16][C:15]([Cl:18])=[CH:14][CH:13]=2)[C:10]2[C:5](=[CH:6][CH:7]=[CH:8][CH:9]=2)[C:4](=[O:11])[O:3]1.C(N(CC)CC)C.[CH2:26]([NH2:33])[C:27]1[CH:32]=[CH:31][CH:30]=[CH:29][CH:28]=1. No catalyst specified. The product is [CH:30]1[CH:31]=[CH:32][C:27]([CH2:26][N:33]2[C:2]([OH:3])([C:12]3[CH:17]=[CH:16][C:15]([Cl:18])=[CH:14][CH:13]=3)[C:10]3[C:5](=[CH:6][CH:7]=[CH:8][CH:9]=3)[C:4]2=[O:11])=[CH:28][CH:29]=1. The yield is 0.770. (3) The reactants are [C:1]([OH:5])([CH3:4])([CH3:3])[CH3:2].Cl[S:7]([N:10]=[C:11]=[O:12])(=[O:9])=[O:8].C(N(CC)CC)C.Cl.[Cl:21][CH2:22][CH2:23][CH2:24][NH2:25]. The catalyst is C(Cl)Cl. The product is [Cl:21][CH2:22][CH2:23][CH2:24][NH:25][S:7]([NH:10][C:11](=[O:12])[O:5][C:1]([CH3:4])([CH3:3])[CH3:2])(=[O:9])=[O:8]. The yield is 0.540. (4) The reactants are [C:1]([C:5]1[O:9][N:8]=[C:7]([NH:10][C:11]([NH:13][C:14]2[CH:19]=[CH:18][CH:17]=[C:16]([S:20][C:21]3[C:30]4[C:25](=[CH:26][C:27]([O:33][CH2:34][CH2:35]Cl)=[C:28]([O:31][CH3:32])[CH:29]=4)[N:24]=[CH:23][N:22]=3)[CH:15]=2)=[O:12])[CH:6]=1)([CH3:4])([CH3:3])[CH3:2].[NH:37]1[CH2:42][CH2:41][CH2:40][CH2:39][CH2:38]1.C(N(C(C)C)CC)(C)C. The catalyst is CN(C=O)C.[I-].C([N+](CCCC)(CCCC)CCCC)CCC. The product is [C:1]([C:5]1[O:9][N:8]=[C:7]([NH:10][C:11]([NH:13][C:14]2[CH:19]=[CH:18][CH:17]=[C:16]([S:20][C:21]3[C:30]4[C:25](=[CH:26][C:27]([O:33][CH2:34][CH2:35][N:37]5[CH2:42][CH2:41][CH2:40][CH2:39][CH2:38]5)=[C:28]([O:31][CH3:32])[CH:29]=4)[N:24]=[CH:23][N:22]=3)[CH:15]=2)=[O:12])[CH:6]=1)([CH3:4])([CH3:3])[CH3:2]. The yield is 0.170. (5) The reactants are [F:1][C:2]1[CH:3]=[C:4]([C:12]2[CH:17]=[CH:16][C:15]([O:18][CH2:19][CH:20]3[CH2:25][CH2:24][N:23]([CH2:26][C:27]4([C:31]([F:34])([F:33])[F:32])[CH2:30][CH2:29][CH2:28]4)[CH2:22][CH2:21]3)=[CH:14][CH:13]=2)[CH:5]=[CH:6][C:7]=1[C:8]([O:10]C)=[O:9].O[Li].O.Cl. The catalyst is C1COCC1.O. The product is [F:1][C:2]1[CH:3]=[C:4]([C:12]2[CH:13]=[CH:14][C:15]([O:18][CH2:19][CH:20]3[CH2:25][CH2:24][N:23]([CH2:26][C:27]4([C:31]([F:34])([F:32])[F:33])[CH2:30][CH2:29][CH2:28]4)[CH2:22][CH2:21]3)=[CH:16][CH:17]=2)[CH:5]=[CH:6][C:7]=1[C:8]([OH:10])=[O:9]. The yield is 0.850. (6) The reactants are C([O:8][C:9]1[CH:18]=[C:17]2[C:12]([C:13]([O:19][C:20]3[C:21]([C:30](=[O:32])[CH3:31])=[N:22][C:23]4[C:28]([CH:29]=3)=[CH:27][CH:26]=[CH:25][CH:24]=4)=[CH:14][CH:15]=[N:16]2)=[CH:11][C:10]=1[O:33][CH3:34])C1C=CC=CC=1.CS(O)(=O)=O. The catalyst is FC(F)(F)C(O)=O. The product is [OH:8][C:9]1[CH:18]=[C:17]2[C:12]([C:13]([O:19][C:20]3[C:21]([C:30](=[O:32])[CH3:31])=[N:22][C:23]4[C:28]([CH:29]=3)=[CH:27][CH:26]=[CH:25][CH:24]=4)=[CH:14][CH:15]=[N:16]2)=[CH:11][C:10]=1[O:33][CH3:34]. The yield is 1.00. (7) The reactants are P(Cl)(Cl)(Cl)(Cl)Cl.[Cl:7][S:8]([OH:11])(=O)=[O:9].[O:12]1[CH:16]=[CH:15][CH:14]=[CH:13]1. No catalyst specified. The product is [O:12]1[CH:16]=[CH:15][CH:14]=[C:13]1[S:8]([Cl:7])(=[O:11])=[O:9]. The yield is 0.0790.